From a dataset of Forward reaction prediction with 1.9M reactions from USPTO patents (1976-2016). Predict the product of the given reaction. (1) Given the reactants [Br:1][C:2]1[CH:7]=[CH:6][CH:5]=[CH:4][C:3]=1[S:8][CH2:9][CH:10]=[C:11]([CH3:13])[CH3:12].C1(C)C=CC(S(O)(=O)=O)=CC=1, predict the reaction product. The product is: [CH3:12][C:11]1([CH3:13])[C:4]2[C:3](=[C:2]([Br:1])[CH:7]=[CH:6][CH:5]=2)[S:8][CH2:9][CH2:10]1. (2) Given the reactants CS(O[CH2:6][C@H:7]1[CH2:12][CH2:11][CH2:10][N:9]([C:13]([O:15][C:16]([CH3:19])([CH3:18])[CH3:17])=[O:14])[CH2:8]1)(=O)=O.[N-:20]=[N+:21]=[N-:22].[Na+], predict the reaction product. The product is: [N:20]([CH2:6][C@H:7]1[CH2:12][CH2:11][CH2:10][N:9]([C:13]([O:15][C:16]([CH3:19])([CH3:18])[CH3:17])=[O:14])[CH2:8]1)=[N+:21]=[N-:22]. (3) The product is: [CH:1]([N:4]1[C:12]2[CH:11]=[C:10]([NH:13][C:14]3[CH:19]=[CH:18][N:17]=[C:16]([C:20]4[CH:21]=[N:22][N:23]([S:25]([CH:28]5[CH2:32][CH2:31][N:30]([C:41](=[O:43])[CH3:42])[CH2:29]5)(=[O:26])=[O:27])[CH:24]=4)[N:15]=3)[N:9]=[CH:8][C:7]=2[N:6]=[C:5]1[CH3:33])([CH3:3])[CH3:2]. Given the reactants [CH:1]([N:4]1[C:12]2[CH:11]=[C:10]([NH:13][C:14]3[CH:19]=[CH:18][N:17]=[C:16]([C:20]4[CH:21]=[N:22][N:23]([S:25]([CH:28]5[CH2:32][CH2:31][NH:30][CH2:29]5)(=[O:27])=[O:26])[CH:24]=4)[N:15]=3)[N:9]=[CH:8][C:7]=2[N:6]=[C:5]1[CH3:33])([CH3:3])[CH3:2].C(N(CC)CC)C.[C:41](Cl)(=[O:43])[CH3:42], predict the reaction product. (4) Given the reactants [CH3:1][O:2][C:3]([C:5]1[CH:36]=[CH:35][C:8]([CH2:9][C:10]([CH2:23][CH2:24][C:25]2[CH:30]=[CH:29][C:28]([C:31]([O:33][CH3:34])=[O:32])=[CH:27][CH:26]=2)(C(OCC=C)=O)[C:11]([O:13]CC=C)=[O:12])=[CH:7][CH:6]=1)=[O:4].C1(P(C2C=CC=CC=2)C2C=CC=CC=2)C=CC=CC=1.C(N(CC)CC)C.C(O)=O, predict the reaction product. The product is: [CH3:1][O:2][C:3]([C:5]1[CH:6]=[CH:7][C:8]([CH2:9][CH:10]([CH2:23][CH2:24][C:25]2[CH:26]=[CH:27][C:28]([C:31]([O:33][CH3:34])=[O:32])=[CH:29][CH:30]=2)[C:11]([OH:13])=[O:12])=[CH:35][CH:36]=1)=[O:4]. (5) Given the reactants [N:1]1[C:10]2[C:5](=[CH:6][CH:7]=[CH:8][CH:9]=2)[CH:4]=[C:3]([CH:11]=[CH:12][CH2:13][OH:14])[CH:2]=1.[C:15]([O:22]C(OC(C)(C)C)=O)([O:17][C:18]([CH3:21])([CH3:20])[CH3:19])=[O:16].[OH-].[Na+], predict the reaction product. The product is: [N:1]1[C:10]2[C:5](=[CH:6][CH:7]=[CH:8][CH:9]=2)[CH:4]=[C:3]([CH:11]=[CH:12][CH2:13][OH:14])[CH:2]=1.[C:18]([O:17][C:15](=[O:16])[O-:22])([CH3:21])([CH3:20])[CH3:19].